The task is: Predict the product of the given reaction.. This data is from Forward reaction prediction with 1.9M reactions from USPTO patents (1976-2016). Given the reactants Cl[C:2]1[CH:7]=[C:6]([NH:8][C:9]2[C:10]([C:15]([NH:17][CH3:18])=[O:16])=[N:11][CH:12]=[CH:13][CH:14]=2)[C:5]([C:19]([F:22])([F:21])[F:20])=[CH:4][N:3]=1.[NH2:23][C:24]1[CH:25]=[C:26]2[C:30](=[CH:31][CH:32]=1)[NH:29][C:28](=[O:33])[CH2:27]2.CCCCO.Cl, predict the reaction product. The product is: [CH3:18][NH:17][C:15](=[O:16])[C:10]1[C:9]([NH:8][C:6]2[C:5]([C:19]([F:22])([F:21])[F:20])=[CH:4][N:3]=[C:2]([NH:23][C:24]3[CH:25]=[C:26]4[C:30](=[CH:31][CH:32]=3)[NH:29][C:28](=[O:33])[CH2:27]4)[CH:7]=2)=[CH:14][CH:13]=[CH:12][N:11]=1.